From a dataset of hERG Central: cardiac toxicity at 1µM, 10µM, and general inhibition. Predict hERG channel inhibition at various concentrations. (1) The drug is O=C(c1cc(-c2ccc(Cl)cc2)nc2ccccc12)N1CCC1. Results: hERG_inhib (hERG inhibition (general)): blocker. (2) The molecule is Cc1ccc(S(=O)(=O)NCC(=O)OCC(=O)c2ccc(Br)s2)cc1. Results: hERG_inhib (hERG inhibition (general)): blocker. (3) The molecule is COc1cc2c(c(O)c1OC)-c1c(cc(OC)c(OC)c1OC)C[C@@H](C)[C@@H](C)C2. Results: hERG_inhib (hERG inhibition (general)): blocker. (4) The molecule is O=C(O)/C=C\C(=O)O.c1ccc(C(OCCN2CCN(c3ncccn3)CC2)c2ccccc2)cc1. Results: hERG_inhib (hERG inhibition (general)): blocker. (5) The compound is CCOc1ccc(S(=O)(=O)N2CCN(CC(O)COc3cccc([N+](=O)[O-])c3)CC2)cc1. Results: hERG_inhib (hERG inhibition (general)): blocker. (6) The compound is Cc1cccc(OCC(=O)N2CCN(Cc3ccc([N+](=O)[O-])cc3)CC2)c1.O=C(O)C(=O)O. Results: hERG_inhib (hERG inhibition (general)): blocker.